Dataset: Full USPTO retrosynthesis dataset with 1.9M reactions from patents (1976-2016). Task: Predict the reactants needed to synthesize the given product. (1) Given the product [CH3:1][C:2]1[CH:7]=[C:6]([CH3:8])[NH:5][C:4](=[O:9])[C:3]=1[CH2:10][NH:11][C:12]([C:14]1[C:15]2[CH:35]=[N:34][N:33]([CH:36]([CH3:38])[CH3:37])[C:16]=2[N:17]=[C:18]([CH:20]2[CH2:21][CH2:22][NH:23][CH2:24][CH2:25]2)[CH:19]=1)=[O:13], predict the reactants needed to synthesize it. The reactants are: [CH3:1][C:2]1[CH:7]=[C:6]([CH3:8])[NH:5][C:4](=[O:9])[C:3]=1[CH2:10][NH:11][C:12]([C:14]1[CH:19]=[C:18]([CH:20]2[CH2:25][CH2:24][N:23](C(OC(C)(C)C)=O)[CH2:22][CH2:21]2)[N:17]=[C:16]2[N:33]([CH:36]([CH3:38])[CH3:37])[N:34]=[CH:35][C:15]=12)=[O:13].C(O)(C(F)(F)F)=O. (2) Given the product [NH2:28][C:21]1[C:20]2[C:25](=[C:26]([F:27])[C:17]([N:6]3[C:7]4[CH2:8][C:9]([CH3:15])([CH3:14])[CH2:10][C:11](=[O:13])[C:12]=4[C:4]([CH3:3])=[CH:5]3)=[CH:18][CH:19]=2)[N:24]=[CH:23][N:22]=1, predict the reactants needed to synthesize it. The reactants are: [H-].[Na+].[CH3:3][C:4]1[C:12]2[C:11](=[O:13])[CH2:10][C:9]([CH3:15])([CH3:14])[CH2:8][C:7]=2[NH:6][CH:5]=1.F[C:17]1[C:26]([F:27])=[C:25]2[C:20]([C:21]([NH2:28])=[N:22][CH:23]=[N:24]2)=[CH:19][CH:18]=1. (3) Given the product [CH3:27][C:17]1[CH:22]=[CH:21][C:20]([S:23]([O:16][CH2:15][CH:12]2[CH2:11][C:10]3[CH:9]=[CH:8][CH:7]=[C:6]([CH:1]4[CH2:2][CH2:3][CH2:4][CH2:5]4)[C:14]=3[O:13]2)(=[O:25])=[O:24])=[CH:19][CH:18]=1, predict the reactants needed to synthesize it. The reactants are: [CH:1]1([C:6]2[C:14]3[O:13][CH:12]([CH2:15][OH:16])[CH2:11][C:10]=3[CH:9]=[CH:8][CH:7]=2)[CH2:5][CH2:4][CH2:3][CH2:2]1.[C:17]1([CH3:27])[CH:22]=[CH:21][C:20]([S:23](Cl)(=[O:25])=[O:24])=[CH:19][CH:18]=1. (4) Given the product [C:25]1(=[O:30])[N:24]([C:2]2[CH:3]=[C:4]3[C:15]4=[C:16]5[C:11]([CH:10]=[CH:9][CH:8]=[C:7]5[CH:6]=[CH:5]3)=[CH:12][CH:13]=[C:14]4[C:1]=2[CH2:17][CH2:18][CH2:19][C:20]([OH:22])=[O:21])[C:28](=[O:29])[CH2:27][CH2:26]1, predict the reactants needed to synthesize it. The reactants are: [C:1]1([CH2:17][CH2:18][CH2:19][C:20]([OH:22])=[O:21])[C:14]2[C:15]3=[C:16]4[C:11](=[CH:12][CH:13]=2)[CH:10]=[CH:9][CH:8]=[C:7]4[CH:6]=[CH:5][C:4]3=[CH:3][CH:2]=1.O[N:24]1[C:28](=[O:29])[CH2:27][CH2:26][C:25]1=[O:30].ClC(N=C=N)CC(Cl)CCC. (5) Given the product [NH2:1][C:4]1[CH:12]=[C:11]2[C:7]([CH2:8][CH2:9][C:10]2=[O:13])=[CH:6][CH:5]=1, predict the reactants needed to synthesize it. The reactants are: [N+:1]([C:4]1[CH:12]=[C:11]2[C:7]([CH2:8][CH2:9][C:10]2=[O:13])=[CH:6][CH:5]=1)([O-])=O.ClCCl.C(OCC)(=O)C. (6) Given the product [Br:23][C:14]1[CH:15]=[CH:16][C:11]([CH2:10][C:9]([C:3]2[CH:4]=[CH:5][C:6]([OH:8])=[CH:7][C:2]=2[OH:1])=[O:22])=[CH:12][CH:13]=1, predict the reactants needed to synthesize it. The reactants are: [OH:1][C:2]1[CH:7]=[C:6]([OH:8])[CH:5]=[CH:4][C:3]=1[C:9](=[O:22])[CH2:10][CH:11]1[CH2:16][CH2:15][CH:14](C(OCC)=O)[CH2:13][CH2:12]1.[Br:23]C1C=CC(CC(O)=O)=CC=1. (7) Given the product [CH2:1]([C:3]1[C:14]([CH2:15][CH2:16][NH2:17])=[C:6]2[C:7]3[CH2:13][CH2:12][O:11][C:8]=3[CH:9]=[CH:10][N:5]2[N:4]=1)[CH3:2], predict the reactants needed to synthesize it. The reactants are: [CH2:1]([C:3]1[C:14]([CH2:15][C:16]#[N:17])=[C:6]2[C:7]3[CH2:13][CH2:12][O:11][C:8]=3[CH:9]=[CH:10][N:5]2[N:4]=1)[CH3:2]. (8) Given the product [OH:37][C:31]1[CH:32]=[CH:33][C:34]([CH3:36])=[CH:35][C:30]=1[C:25]1[C:24]([C:23]#[C:22][C:19]2[CH:18]=[CH:17][C:16]([NH:15][C:14]([CH:9]3[CH2:10][CH2:11][CH2:12][CH2:13][N:8]3[S:45]([C:41]3[S:40][CH:44]=[CH:43][CH:42]=3)(=[O:47])=[O:46])=[O:38])=[CH:21][CH:20]=2)=[CH:28][N:27]([CH3:29])[N:26]=1, predict the reactants needed to synthesize it. The reactants are: C(OC([N:8]1[CH2:13][CH2:12][CH2:11][CH2:10][CH:9]1[C:14](=[O:38])[NH:15][C:16]1[CH:21]=[CH:20][C:19]([C:22]#[C:23][C:24]2[C:25]([C:30]3[CH:35]=[C:34]([CH3:36])[CH:33]=[CH:32][C:31]=3[OH:37])=[N:26][N:27]([CH3:29])[CH:28]=2)=[CH:18][CH:17]=1)=O)(C)(C)C.Cl.[S:40]1[CH:44]=[CH:43][CH:42]=[C:41]1[S:45](Cl)(=[O:47])=[O:46].C(N(CC)CC)C. (9) Given the product [Cl:1][C:2]1[CH:3]=[CH:4][C:5]([NH:8][C:9](=[O:33])[C:10]2[CH:15]=[CH:14][CH:13]=[CH:12][C:11]=2[NH:16][C:17]([O:19][CH2:20][CH:28]2[CH2:32][CH2:31][N:30]([CH2:42][C:43]3[CH:48]=[CH:47][CH:46]=[CH:45][CH:44]=3)[CH2:29]2)=[O:18])=[N:6][CH:7]=1, predict the reactants needed to synthesize it. The reactants are: [Cl:1][C:2]1[CH:3]=[CH:4][C:5]([NH:8][C:9](=[O:33])[C:10]2[CH:15]=[CH:14][CH:13]=[CH:12][C:11]=2[NH:16][C:17]([O:19][CH:20]([CH:28]2[CH2:32][CH2:31][NH:30][CH2:29]2)CC2C=CC=CC=2)=[O:18])=[N:6][CH:7]=1.ClC1C=CC(N[C:42](=O)[C:43]2[CH:48]=[CH:47][CH:46]=[CH:45][C:44]=2N)=NC=1.C(N1CCC(CO)C1)C1C=CC=CC=1. (10) Given the product [S:51](=[O:53])(=[O:52])([O:42][CH2:41][C@H:27]1[CH2:26][C@@H:25]([NH:24][C:19]2[C:18]([C:16]([C:13]3[S:14][CH:15]=[C:11]([CH2:10][N:8]([C:4]4[CH:5]=[CH:6][CH:7]=[C:2]([Cl:1])[CH:3]=4)[CH3:9])[CH:12]=3)=[O:17])=[CH:23][N:22]=[CH:21][N:20]=2)[CH2:29][C@@H:28]1[OH:30])[NH2:54], predict the reactants needed to synthesize it. The reactants are: [Cl:1][C:2]1[CH:3]=[C:4]([N:8]([CH2:10][C:11]2[CH:12]=[C:13]([C:16]([C:18]3[C:19]([NH:24][C@H:25]4[CH2:29][C@H:28]([O:30][Si](C(C)C)(C(C)C)C(C)C)[C@@H:27]([CH2:41][OH:42])[CH2:26]4)=[N:20][CH:21]=[N:22][CH:23]=3)=[O:17])[S:14][CH:15]=2)[CH3:9])[CH:5]=[CH:6][CH:7]=1.C(N(CC)CC)C.Cl[S:51]([NH2:54])(=[O:53])=[O:52].Cl.